From a dataset of Forward reaction prediction with 1.9M reactions from USPTO patents (1976-2016). Predict the product of the given reaction. (1) The product is: [NH:19]1[CH2:20][CH2:21][CH2:22][CH2:23][CH:18]1[C:16]1[S:17][C:13]([C:10]2[NH:9][C:8]3[CH:7]=[CH:6][CH:5]=[C:4]([C:1]([NH2:2])=[O:3])[C:12]=3[N:11]=2)=[CH:14][CH:15]=1. Given the reactants [C:1]([C:4]1[C:12]2[N:11]=[C:10]([C:13]3[S:17][C:16]([CH:18]4[CH2:23][CH2:22][CH2:21][CH2:20][N:19]4C(OCC4C=CC=CC=4)=O)=[CH:15][CH:14]=3)[NH:9][C:8]=2[CH:7]=[CH:6][CH:5]=1)(=[O:3])[NH2:2], predict the reaction product. (2) Given the reactants [C:1]([C:3]1[CH:8]=[CH:7][C:6]([C:9]2[CH:10]=[N:11][N:12]([C:15]3[CH:23]=[CH:22][C:18]([C:19]([OH:21])=O)=[CH:17][N:16]=3)[C:13]=2[OH:14])=[C:5]([CH3:24])[CH:4]=1)#[N:2].[CH2:25]([N:27]1[CH2:32][CH2:31][NH:30][CH2:29][C:28]1([CH3:34])[CH3:33])[CH3:26], predict the reaction product. The product is: [CH2:25]([N:27]1[CH2:32][CH2:31][N:30]([C:19]([C:18]2[CH:22]=[CH:23][C:15]([N:12]3[C:13]([OH:14])=[C:9]([C:6]4[CH:7]=[CH:8][C:3]([C:1]#[N:2])=[CH:4][C:5]=4[CH3:24])[CH:10]=[N:11]3)=[N:16][CH:17]=2)=[O:21])[CH2:29][C:28]1([CH3:34])[CH3:33])[CH3:26].